From a dataset of Reaction yield outcomes from USPTO patents with 853,638 reactions. Predict the reaction yield, written as a fraction of the theoretical maximum amount of product (1.0 means a 100% yield; for example, 0.34 means a 34% yield). (1) The reactants are [Cl:1][C:2]1[N:7]=[C:6]([C:8]#[N:9])[C:5]([N+:10]([O-])=O)=[CH:4][CH:3]=1.N.S(S([O-])=O)([O-])=[O:15].[Na+].[Na+]. The catalyst is O. The product is [NH2:10][C:5]1[C:6]([C:8]([NH2:9])=[O:15])=[N:7][C:2]([Cl:1])=[CH:3][CH:4]=1. The yield is 0.720. (2) The reactants are [Cl:1][C:2]1[CH:3]=[C:4]([C:9]2([C:15]([OH:17])=O)[CH2:14][CH2:13][CH2:12][CH2:11][CH2:10]2)[CH:5]=[CH:6][C:7]=1[Cl:8].[CH2:18]([NH:20][CH2:21][CH3:22])[CH3:19]. No catalyst specified. The product is [Cl:1][C:2]1[CH:3]=[C:4]([C:9]2([C:15]([N:20]([CH2:21][CH3:22])[CH2:18][CH3:19])=[O:17])[CH2:10][CH2:11][CH2:12][CH2:13][CH2:14]2)[CH:5]=[CH:6][C:7]=1[Cl:8]. The yield is 0.130. (3) The reactants are [CH3:1][C:2]1([CH3:33])[CH2:31][C:6]2[C:7]([C:16]3[CH:21]=[CH:20][N:19]=[C:18]([C:22]4[CH:23]=[C:24]([CH:28]=[CH:29][CH:30]=4)[C:25](O)=[O:26])[CH:17]=3)=[C:8]([N:10]3[CH2:15][CH2:14][O:13][CH2:12][CH2:11]3)[S:9][C:5]=2[C:4](=[O:32])[CH2:3]1.C(N(CC)CC)C.C(Cl)CCl.ON1C2C=CC=CC=2N=N1.C(O[C:60]([NH:62][C@@H:63]1[CH2:67][CH2:66][NH:65][CH2:64]1)=O)(C)(C)C.[H-].[Na+].IC. The catalyst is C(Cl)Cl.O. The product is [CH3:1][C:2]1([CH3:33])[CH2:31][C:6]2[C:7]([C:16]3[CH:21]=[CH:20][N:19]=[C:18]([C:22]4[CH:30]=[CH:29][CH:28]=[C:24]([C:25]([N:65]5[CH2:66][CH2:67][C@@H:63]([NH:62][CH3:60])[CH2:64]5)=[O:26])[CH:23]=4)[CH:17]=3)=[C:8]([N:10]3[CH2:15][CH2:14][O:13][CH2:12][CH2:11]3)[S:9][C:5]=2[C:4](=[O:32])[CH2:3]1. The yield is 0.0800. (4) The reactants are [N:1]([CH2:4][C:5]1[CH:6]=[CH:7][C:8]([CH:11]([S:20]([C:23]2[CH:28]=[CH:27][C:26]([Cl:29])=[CH:25][CH:24]=2)(=[O:22])=[O:21])[C:12]2[CH:17]=[C:16]([F:18])[CH:15]=[CH:14][C:13]=2[F:19])=[N:9][CH:10]=1)=[N+]=[N-].C(OCC)(=O)C.C(O)C.[H][H]. The catalyst is [C].[Pd].ClCCl. The product is [Cl:29][C:26]1[CH:27]=[CH:28][C:23]([S:20]([CH:11]([C:12]2[CH:17]=[C:16]([F:18])[CH:15]=[CH:14][C:13]=2[F:19])[C:8]2[N:9]=[CH:10][C:5]([CH2:4][NH2:1])=[CH:6][CH:7]=2)(=[O:22])=[O:21])=[CH:24][CH:25]=1. The yield is 0.390.